This data is from Full USPTO retrosynthesis dataset with 1.9M reactions from patents (1976-2016). The task is: Predict the reactants needed to synthesize the given product. (1) Given the product [C:1]([O:5][C:6](=[O:7])[NH:8][C@H:9]([CH3:10])[CH2:16][C:17]([CH3:20])([CH3:19])[CH3:18])([CH3:4])([CH3:3])[CH3:2], predict the reactants needed to synthesize it. The reactants are: [C:1]([O:5][C:6]([NH:8][C@@H:9]([CH2:16][C:17]([CH3:20])([CH3:19])[CH3:18])[CH2:10]OS(C)(=O)=O)=[O:7])([CH3:4])([CH3:3])[CH3:2].[I-].[Na+].[NH4+].[Cl-].C(Cl)Cl. (2) Given the product [Cl:1][C:2]1[CH:7]=[CH:6][CH:5]=[C:4]([Cl:8])[C:3]=1[CH2:9][S:10]([C:13]1[CH:14]=[C:15]2[C:19](=[CH:20][CH:21]=1)[NH:18][C:17](=[O:22])/[C:16]/2=[CH:23]\[C:24]1[NH:28][C:27]([CH3:29])=[C:26]([C:30]([N:39]2[CH2:40][CH2:41][CH:37]([N:36]([CH2:42][CH3:43])[CH2:34][CH3:35])[CH2:38]2)=[O:32])[C:25]=1[CH3:33])(=[O:12])=[O:11], predict the reactants needed to synthesize it. The reactants are: [Cl:1][C:2]1[CH:7]=[CH:6][CH:5]=[C:4]([Cl:8])[C:3]=1[CH2:9][S:10]([C:13]1[CH:14]=[C:15]2[C:19](=[CH:20][CH:21]=1)[NH:18][C:17](=[O:22])/[C:16]/2=[CH:23]\[C:24]1[NH:28][C:27]([CH3:29])=[C:26]([C:30]([OH:32])=O)[C:25]=1[CH3:33])(=[O:12])=[O:11].[CH2:34]([N:36]([CH2:42][CH3:43])[CH:37]1[CH2:41][CH2:40][NH:39][CH2:38]1)[CH3:35].C1C=CC2N(O)N=NC=2C=1.CCN=C=NCCCN(C)C.Cl. (3) Given the product [Cl:1][C:2]1[CH:7]=[CH:6][C:5]([O:8][C:9]2[CH:14]=[CH:13][C:12]([CH2:15][CH2:16][C:17]3[N:18]([CH3:35])[CH:19]=[C:20]([CH2:24][C:25]4[CH:30]=[N:29][CH:28]=[N:27][CH:26]=4)[C:21](=[O:23])[N:22]=3)=[CH:11][CH:10]=2)=[CH:4][C:3]=1[C:31]([F:34])([F:32])[F:33], predict the reactants needed to synthesize it. The reactants are: [Cl:1][C:2]1[CH:7]=[CH:6][C:5]([O:8][C:9]2[CH:14]=[CH:13][C:12]([CH2:15][CH2:16][C:17]3[NH:18][CH:19]=[C:20]([CH2:24][C:25]4[CH:26]=[N:27][CH:28]=[N:29][CH:30]=4)[C:21](=[O:23])[N:22]=3)=[CH:11][CH:10]=2)=[CH:4][C:3]=1[C:31]([F:34])([F:33])[F:32].[CH3:35]CN(C(C)C)C(C)C.CI.